Dataset: Forward reaction prediction with 1.9M reactions from USPTO patents (1976-2016). Task: Predict the product of the given reaction. (1) The product is: [CH3:31][NH:30][C:8]1[C:5]2[CH:6]=[N:7][C:2]([NH:42][C:40]([NH:39][CH:38]([C:32]3[CH:37]=[CH:36][CH:35]=[CH:34][CH:33]=3)[CH:43]3[CH2:47][CH2:46][CH2:45][O:44]3)=[O:41])=[CH:3][C:4]=2[N:10]([C:11]([C:18]2[CH:23]=[CH:22][CH:21]=[CH:20][CH:19]=2)([C:12]2[CH:13]=[CH:14][CH:15]=[CH:16][CH:17]=2)[C:24]2[CH:29]=[CH:28][CH:27]=[CH:26][CH:25]=2)[N:9]=1. Given the reactants Cl[C:2]1[N:7]=[CH:6][C:5]2[C:8]([NH:30][CH3:31])=[N:9][N:10]([C:11]([C:24]3[CH:29]=[CH:28][CH:27]=[CH:26][CH:25]=3)([C:18]3[CH:23]=[CH:22][CH:21]=[CH:20][CH:19]=3)[C:12]3[CH:17]=[CH:16][CH:15]=[CH:14][CH:13]=3)[C:4]=2[CH:3]=1.[C:32]1([CH:38]([CH:43]2[CH2:47][CH2:46][CH2:45][O:44]2)[NH:39][C:40]([NH2:42])=[O:41])[CH:37]=[CH:36][CH:35]=[CH:34][CH:33]=1.C(=O)([O-])[O-].[Cs+].[Cs+], predict the reaction product. (2) Given the reactants [Cl:1][C:2]1[CH:7]=[C:6]([NH:8][C:9]2[CH:14]=[CH:13][CH:12]=[CH:11][C:10]=2[CH2:15][CH2:16]O)[CH:5]=[CH:4][C:3]=1[C:18]([C:20]1[CH:25]=[CH:24][CH:23]=[CH:22][C:21]=1[CH3:26])=[O:19].C1(C)C=CC(S(Cl)(=O)=O)=CC=1.[OH2:38].[N:39]1[CH:44]=[CH:43][CH:42]=[CH:41][CH:40]=1, predict the reaction product. The product is: [Cl:1][C:2]1[CH:7]=[C:6]([NH:8][C:9]2[CH:14]=[CH:13][CH:12]=[CH:11][C:10]=2[CH2:15][CH2:16][NH:39][CH2:40][CH:41]2[CH2:42][CH2:43][CH2:44][O:38]2)[CH:5]=[CH:4][C:3]=1[C:18]([C:20]1[CH:25]=[CH:24][CH:23]=[CH:22][C:21]=1[CH3:26])=[O:19]. (3) Given the reactants [CH3:1][O:2][C:3]1[CH:4]=[C:5]2[C:10](=[CH:11][C:12]=1[O:13][CH3:14])[N:9]=[CH:8][CH:7]=[C:6]2[O:15][C:16]1[CH:21]=[CH:20][C:19]([O:22][CH3:23])=[CH:18][C:17]=1[CH:24]([C:26]1[S:27][CH:28]=[CH:29][N:30]=1)[OH:25], predict the reaction product. The product is: [CH3:1][O:2][C:3]1[CH:4]=[C:5]2[C:10](=[CH:11][C:12]=1[O:13][CH3:14])[N:9]=[CH:8][CH:7]=[C:6]2[O:15][C:16]1[CH:21]=[CH:20][C:19]([O:22][CH3:23])=[CH:18][C:17]=1[C:24]([C:26]1[S:27][CH:28]=[CH:29][N:30]=1)=[O:25].